Dataset: Antibody developability classification from SAbDab with 2,409 antibodies. Task: Regression/Classification. Given an antibody's heavy chain and light chain sequences, predict its developability. TAP uses regression for 5 developability metrics; SAbDab uses binary classification. The antibody is ['EVKLDETGGGLVQPGRPMKLSCVASGFTFSDYWMNWVRQSPEKGLEWVAQIRNKPYNYETYYSDSVKGRFTISRDDSKSSVYLQMNNLRVEDMGIYYCTGSYYGMDYWGQGTSVTVSS', 'DVVMTQTPLSLPVSLGDQASISCRSSQSLVHSNGNTYLRWYLQKPGQSPKVLIYKVSNRFSGVPDRFSGSGSGTDFTLKISRVEAEDLGVYFCSQSTHVPWTFGGGTKLEIK']. Result: 0 (not developable).